This data is from Forward reaction prediction with 1.9M reactions from USPTO patents (1976-2016). The task is: Predict the product of the given reaction. (1) The product is: [OH:60][N:61]=[C:13]1[CH2:14][CH2:15][N:10]([C:8]([N:5]2[CH2:6][CH2:7][C@@H:2]([CH3:1])[C@@H:3]([N:17]3[C:21]4=[C:22]5[CH:28]=[CH:27][NH:26][C:23]5=[N:24][CH:25]=[C:20]4[NH:19][C:18]3=[O:29])[CH2:4]2)=[O:9])[CH2:11][CH2:12]1.[OH:60][N:61]=[C:42]1[CH2:43][CH2:44][N:39]([C:37]([N:34]2[CH2:35][CH2:36][C@H:31]([CH3:30])[C@H:32]([N:46]3[C:50]4=[C:51]5[CH:57]=[CH:56][NH:55][C:52]5=[N:53][CH:54]=[C:49]4[NH:48][C:47]3=[O:58])[CH2:33]2)=[O:38])[CH2:40][CH2:41]1. Given the reactants [CH3:1][C@@H:2]1[CH2:7][CH2:6][N:5]([C:8]([N:10]2[CH2:15][CH2:14][C:13](=O)[CH2:12][CH2:11]2)=[O:9])[CH2:4][C@@H:3]1[N:17]1[C:21]2=[C:22]3[CH:28]=[CH:27][NH:26][C:23]3=[N:24][CH:25]=[C:20]2[NH:19][C:18]1=[O:29].[CH3:30][C@H:31]1[CH2:36][CH2:35][N:34]([C:37]([N:39]2[CH2:44][CH2:43][C:42](=O)[CH2:41][CH2:40]2)=[O:38])[CH2:33][C@H:32]1[N:46]1[C:50]2=[C:51]3[CH:57]=[CH:56][NH:55][C:52]3=[N:53][CH:54]=[C:49]2[NH:48][C:47]1=[O:58].Cl.[OH:60][NH2:61].C([O-])(=O)C.[Na+], predict the reaction product. (2) Given the reactants [Br:1][C:2]1[CH:3]=[C:4]2[C:9](=[CH:10][CH:11]=1)[N:8]=[CH:7][CH:6]=[C:5]2Cl.[CH3:13][O-:14].[Na+], predict the reaction product. The product is: [Br:1][C:2]1[CH:3]=[C:4]2[C:9](=[CH:10][CH:11]=1)[N:8]=[CH:7][CH:6]=[C:5]2[O:14][CH3:13]. (3) Given the reactants [Cl:1][C:2]1[CH:13]=[C:12]([O:14]C)[CH:11]=[CH:10][C:3]=1[O:4][C:5]1[S:6][CH:7]=[CH:8][N:9]=1.B(Br)(Br)Br, predict the reaction product. The product is: [Cl:1][C:2]1[CH:13]=[C:12]([OH:14])[CH:11]=[CH:10][C:3]=1[O:4][C:5]1[S:6][CH:7]=[CH:8][N:9]=1. (4) Given the reactants F[C:2]1[CH:11]=[CH:10][C:9]([S:12](=[O:15])(=[O:14])[NH2:13])=[CH:8][C:3]=1[C:4]([O:6][CH3:7])=[O:5].[CH3:16][C:17]1[CH:18]=[C:19]([OH:25])[CH:20]=[CH:21][C:22]=1[S:23][CH3:24].C(=O)([O-])[O-].[K+].[K+].Cl, predict the reaction product. The product is: [CH3:16][C:17]1[CH:18]=[C:19]([CH:20]=[CH:21][C:22]=1[S:23][CH3:24])[O:25][C:2]1[CH:11]=[CH:10][C:9]([S:12](=[O:15])(=[O:14])[NH2:13])=[CH:8][C:3]=1[C:4]([O:6][CH3:7])=[O:5]. (5) The product is: [OH:21][N:19]1[C:12]2[C:11](=[CH:16][CH:15]=[CH:14][CH:13]=2)[CH:7]=[CH:6]1. Given the reactants C(O[C:6](=O)[C:7]([C:11]1[CH:16]=[C:15](Cl)[C:14](Cl)=[CH:13][C:12]=1[N+:19]([O-:21])=O)=C(O)C)(C)(C)C.O.C(O)C, predict the reaction product.